This data is from Catalyst prediction with 721,799 reactions and 888 catalyst types from USPTO. The task is: Predict which catalyst facilitates the given reaction. (1) Reactant: [CH:1]1[C:13]2[CH:12]([CH2:14][O:15][C:16]([NH:18][C:19]([CH3:44])([C:21]([NH:23][C@H:24]([C:28]([N:30]([C@@H:32]([C@@H:40]([CH3:43])[CH2:41][CH3:42])[C@H:33]([O:38][CH3:39])[CH2:34][C:35](O)=[O:36])[CH3:31])=[O:29])[CH:25]([CH3:27])[CH3:26])=[O:22])[CH3:20])=[O:17])[C:11]3[C:6](=[CH:7][CH:8]=[CH:9][CH:10]=3)[C:5]=2[CH:4]=[CH:3][CH:2]=1.Cl.[CH3:46][O:47][C@@H:48]([C@@H:66]1[CH2:70][CH2:69][CH2:68][NH:67]1)[C@@H:49]([CH3:65])[C:50]([NH:52][C@H:53]([C:61]([O:63][CH3:64])=[O:62])[CH2:54][C:55]1[CH:60]=[CH:59][CH:58]=[CH:57][CH:56]=1)=[O:51].CN(C(ON1N=NC2C=CC=NC1=2)=[N+](C)C)C.F[P-](F)(F)(F)(F)F.C(N(C(C)C)CC)(C)C. The catalyst class is: 4. Product: [CH:1]1[C:13]2[CH:12]([CH2:14][O:15][C:16]([NH:18][C:19]([CH3:44])([C:21]([NH:23][C@H:24]([C:28]([N:30]([C@@H:32]([C@@H:40]([CH3:43])[CH2:41][CH3:42])[C@H:33]([O:38][CH3:39])[CH2:34][C:35]([N:67]3[CH2:68][CH2:69][CH2:70][C@H:66]3[C@H:48]([O:47][CH3:46])[C@@H:49]([CH3:65])[C:50]([NH:52][C@@H:53]([CH2:54][C:55]3[CH:56]=[CH:57][CH:58]=[CH:59][CH:60]=3)[C:61]([O:63][CH3:64])=[O:62])=[O:51])=[O:36])[CH3:31])=[O:29])[CH:25]([CH3:27])[CH3:26])=[O:22])[CH3:20])=[O:17])[C:11]3[C:6](=[CH:7][CH:8]=[CH:9][CH:10]=3)[C:5]=2[CH:4]=[CH:3][CH:2]=1. (2) Reactant: [CH2:1]([N:3]([CH2:16][CH3:17])[C:4](=[O:15])[C:5]1[CH:10]=[CH:9][CH:8]=[C:7]([O:11][CH2:12][O:13][CH3:14])[CH:6]=1)[CH3:2].CN(C)CCN(C)C.C([Li])(C)(C)C.CN([CH:34]=[O:35])C. Product: [CH2:16]([N:3]([CH2:1][CH3:2])[C:4](=[O:15])[C:5]1[CH:10]=[CH:9][CH:8]=[C:7]([O:11][CH2:12][O:13][CH3:14])[C:6]=1[CH:34]=[O:35])[CH3:17]. The catalyst class is: 1. (3) The catalyst class is: 1. Reactant: C[O:2][C:3](=[O:26])[C@@H:4]([NH:9][C:10]([C:12]1[CH:17]=[CH:16][C:15]([CH:18]2[CH2:20][CH2:19]2)=[C:14]([O:21][CH2:22][CH:23]2[CH2:25][CH2:24]2)[N:13]=1)=[O:11])[CH2:5][CH:6]1[CH2:8][CH2:7]1.O.O.[OH-].[Li+].Cl. Product: [CH:6]1([CH2:5][C@H:4]([NH:9][C:10]([C:12]2[CH:17]=[CH:16][C:15]([CH:18]3[CH2:20][CH2:19]3)=[C:14]([O:21][CH2:22][CH:23]3[CH2:25][CH2:24]3)[N:13]=2)=[O:11])[C:3]([OH:26])=[O:2])[CH2:7][CH2:8]1. (4) Reactant: [F:1][C:2]1[CH:3]=[CH:4][C:5]([C@H:8]([NH:10]S(C(C)(C)C)=O)[CH3:9])=[N:6][CH:7]=1.Cl. Product: [F:1][C:2]1[CH:3]=[CH:4][C:5]([C@H:8]([NH2:10])[CH3:9])=[N:6][CH:7]=1. The catalyst class is: 5. (5) Reactant: [CH:1]([C:3]1[CH:11]=[CH:10][C:6]([C:7]([OH:9])=[O:8])=[CH:5][CH:4]=1)=[O:2].Br[CH2:13][CH2:14][CH2:15][CH2:16][CH2:17][CH3:18].C(=O)([O-])[O-].[K+].[K+]. The catalyst class is: 3. Product: [CH:1]([C:3]1[CH:11]=[CH:10][C:6]([C:7]([O:9][CH2:13][CH2:14][CH2:15][CH2:16][CH2:17][CH3:18])=[O:8])=[CH:5][CH:4]=1)=[O:2]. (6) Reactant: [Si]([O:8][C:9]1[C:18]([CH2:19][CH3:20])=[C:17]([O:21][CH2:22][C:23](F)(F)F)[C:16]2[C:11](=[CH:12][CH:13]=[C:14]([F:27])[CH:15]=2)[N:10]=1)(C(C)(C)C)(C)C.[CH:28]1([Li])[CH2:30][CH2:29]1. Product: [CH:28]1([C:23]#[C:22][O:21][C:17]2[C:16]3[C:11](=[CH:12][CH:13]=[C:14]([F:27])[CH:15]=3)[NH:10][C:9](=[O:8])[C:18]=2[CH2:19][CH3:20])[CH2:30][CH2:29]1. The catalyst class is: 27.